This data is from Forward reaction prediction with 1.9M reactions from USPTO patents (1976-2016). The task is: Predict the product of the given reaction. (1) Given the reactants Br[C:2]1[CH:3]=[CH:4][C:5]2[N:9]=[CH:8][N:7]([C:10]3[CH:15]=[CH:14][N:13]=[CH:12][CH:11]=3)[C:6]=2[CH:16]=1.[Cl:17][C:18]1[CH:23]=[CH:22][C:21]([N:24]2[C:28](B(O)O)=[CH:27][CH:26]=[N:25]2)=[CH:20][CH:19]=1, predict the reaction product. The product is: [Cl:17][C:18]1[CH:19]=[CH:20][C:21]([N:24]2[C:28]([C:2]3[CH:3]=[CH:4][C:5]4[N:9]=[CH:8][N:7]([C:10]5[CH:15]=[CH:14][N:13]=[CH:12][CH:11]=5)[C:6]=4[CH:16]=3)=[CH:27][CH:26]=[N:25]2)=[CH:22][CH:23]=1. (2) Given the reactants [OH-].[NH3+]N.[CH2:4]([O:6][C:7]1[C:8]2[S:21][C:20]3[N:22]=[C:23]([CH3:37])[C:24]([CH2:27][C:28]4[CH:33]=[CH:32][C:31]([N+:34]([O-])=O)=[CH:30][CH:29]=4)=[C:25]([CH3:26])[C:19]=3[C:9]=2[N:10]=[C:11]([N:13]2[CH2:18][CH2:17][NH:16][CH2:15][CH2:14]2)[N:12]=1)[CH3:5], predict the reaction product. The product is: [NH2:34][C:31]1[CH:32]=[CH:33][C:28]([CH2:27][C:24]2[C:23]([CH3:37])=[N:22][C:20]3[S:21][C:8]4[C:7]([O:6][CH2:4][CH3:5])=[N:12][C:11]([N:13]5[CH2:18][CH2:17][NH:16][CH2:15][CH2:14]5)=[N:10][C:9]=4[C:19]=3[C:25]=2[CH3:26])=[CH:29][CH:30]=1. (3) Given the reactants [C:1](=O)([O-])[O-].[K+].[K+].[N+:7]([C:10]1[CH:19]=[CH:18][CH:17]=[C:16]2[C:11]=1[CH:12]=[CH:13][N:14]=[C:15]2[C:20]([OH:22])=[O:21])([O-:9])=[O:8].IC.O, predict the reaction product. The product is: [N+:7]([C:10]1[CH:19]=[CH:18][CH:17]=[C:16]2[C:11]=1[CH:12]=[CH:13][N:14]=[C:15]2[C:20]([O:22][CH3:1])=[O:21])([O-:9])=[O:8]. (4) Given the reactants N(OC(C)(C)C)=O.[CH2:8]([O:10][C:11]([C:13]1[CH:14]=[N:15][N:16]([CH:19]2[CH2:22][CH2:21][CH2:20]2)[C:17]=1N)=[O:12])[CH3:9].C(OC(C1C(N)=NN(C2CCC2)C=1)=O)C.[ClH:38], predict the reaction product. The product is: [CH2:8]([O:10][C:11]([C:13]1[CH:14]=[N:15][N:16]([CH:19]2[CH2:22][CH2:21][CH2:20]2)[C:17]=1[Cl:38])=[O:12])[CH3:9]. (5) Given the reactants [H-].[Na+].[CH2:3]([OH:7])[C:4]#[C:5][CH3:6].Cl[C:9]1[CH:14]=[C:13]([O:15][CH:16]([CH3:18])[CH3:17])[N:12]=[CH:11][N:10]=1.[Cl-].[NH4+], predict the reaction product. The product is: [CH2:3]([O:7][C:9]1[CH:14]=[C:13]([O:15][CH:16]([CH3:18])[CH3:17])[N:12]=[CH:11][N:10]=1)[C:4]#[C:5][CH3:6]. (6) The product is: [Br:1][C:2]1[CH:3]=[CH:4][C:5]([NH:12][S:13]([C:16]2[CH:17]=[CH:18][C:19]([O:22][C:23]([F:26])([F:24])[F:25])=[CH:20][CH:21]=2)(=[O:15])=[O:14])=[C:6]([CH:11]=1)[C:7]([OH:9])=[O:8]. Given the reactants [Br:1][C:2]1[CH:3]=[CH:4][C:5]([NH:12][S:13]([C:16]2[CH:21]=[CH:20][C:19]([O:22][C:23]([F:26])([F:25])[F:24])=[CH:18][CH:17]=2)(=[O:15])=[O:14])=[C:6]([CH:11]=1)[C:7]([O:9]C)=[O:8].[OH-].[Na+], predict the reaction product. (7) Given the reactants [C:1]([C:3]1[C:25]([CH3:26])=[CH:24][C:6]2[N:7]([CH:11]3[CH2:16][CH2:15][N:14](C(OC(C)(C)C)=O)[CH2:13][CH2:12]3)[C:8](=[O:10])[NH:9][C:5]=2[CH:4]=1)#[N:2].FC(F)(F)C(O)=O, predict the reaction product. The product is: [CH3:26][C:25]1[C:3]([C:1]#[N:2])=[CH:4][C:5]2[NH:9][C:8](=[O:10])[N:7]([CH:11]3[CH2:12][CH2:13][NH:14][CH2:15][CH2:16]3)[C:6]=2[CH:24]=1.